This data is from Catalyst prediction with 721,799 reactions and 888 catalyst types from USPTO. The task is: Predict which catalyst facilitates the given reaction. (1) Reactant: [CH:1]1([C:4](=O)[CH2:5][C:6]#[N:7])[CH2:3][CH2:2]1.C([O-])(=O)C.[Na+].Cl.[CH:15]1([NH:18][NH2:19])[CH2:17][CH2:16]1. Product: [CH:15]1([N:18]2[C:6]([NH2:7])=[CH:5][C:4]([CH:1]3[CH2:3][CH2:2]3)=[N:19]2)[CH2:17][CH2:16]1. The catalyst class is: 8. (2) Reactant: [F:1][C:2]1[C:7]([OH:8])=[CH:6][C:5]([CH3:9])=[C:4]([F:10])[C:3]=1[NH:11][C:12](=O)[C:13]1[CH:18]=[C:17]([C:19]2[CH:24]=[CH:23][CH:22]=[C:21]([F:25])[CH:20]=2)[CH:16]=[CH:15][C:14]=1[F:26]. Product: [F:1][C:2]1[C:3]([NH:11][CH2:12][C:13]2[CH:18]=[C:17]([C:19]3[CH:24]=[CH:23][CH:22]=[C:21]([F:25])[CH:20]=3)[CH:16]=[CH:15][C:14]=2[F:26])=[C:4]([F:10])[C:5]([CH3:9])=[CH:6][C:7]=1[OH:8]. The catalyst class is: 1. (3) Product: [CH:1]1([N:4]2[C:12]3[CH:11]=[CH:10][N:9]=[CH:8][C:7]=3[N:6]([CH2:13][C:14]3[N:15]([CH2:28][CH2:29][CH:30]([CH3:31])[CH3:32])[C:16]4[C:21]([C:22]=3[C:23]([OH:25])=[O:24])=[CH:20][CH:19]=[CH:18][CH:17]=4)[C:5]2=[O:33])[CH2:3][CH2:2]1. Reactant: [CH:1]1([N:4]2[C:12]3[CH:11]=[CH:10][N:9]=[CH:8][C:7]=3[N:6]([CH2:13][C:14]3[N:15]([CH2:28][CH2:29][CH:30]([CH3:32])[CH3:31])[C:16]4[C:21]([C:22]=3[C:23]([O:25]CC)=[O:24])=[CH:20][CH:19]=[CH:18][CH:17]=4)[C:5]2=[O:33])[CH2:3][CH2:2]1.[OH-].[Li+].Cl. The catalyst class is: 20. (4) Reactant: [Br:1][C:2]1[CH:3]=[C:4]([N+:20]([O-])=O)[C:5]([C:8]2[CH:13]=[CH:12][C:11]([CH2:14][C:15]([O:17][CH2:18][CH3:19])=[O:16])=[CH:10][CH:9]=2)=[N:6][CH:7]=1.CCN(CCOC1C=CC(CC2C=CC=CC=2)=CC=1)CC.Cl. Product: [Br:1][C:2]1[CH:7]=[N:6][C:5]2[C:8]3[CH:13]=[CH:12][C:11]([CH2:14][C:15]([O:17][CH2:18][CH3:19])=[O:16])=[CH:10][C:9]=3[NH:20][C:4]=2[CH:3]=1. The catalyst class is: 262. (5) Reactant: [CH2:1]([CH:4]1[CH:30]=[C:29]([CH3:31])[CH2:28][CH:27]([CH3:32])[CH2:26][CH:25]([O:33][CH3:34])[CH:24]2[O:35][C:20]([OH:39])([CH:21]([CH3:38])[CH2:22][CH:23]2[O:36][CH3:37])[C:19](=[O:40])[C:18](=[O:41])[N:17]2[CH:12]([CH2:13][CH2:14][CH2:15][CH2:16]2)[C:11](=[O:42])[O:10][CH:9]([C:43]([CH3:65])=[CH:44][CH:45]2[CH2:50][CH2:49][CH:48]([O:51]C(=O)CCCCCCC(O)=O)[CH:47]([O:63][CH3:64])[CH2:46]2)[CH:8]([CH3:66])[CH:7]([OH:67])[CH2:6][C:5]1=[O:68])[CH:2]=[CH2:3].C(Cl)CCl.Cl.ON1C2C=CC=CC=2N=N1.C1C=C2C(C(O)(O)C(=O)C2=CC=1)=O. Product: [CH3:32][C@H:27]1[CH2:28][C:29]([CH3:31])=[CH:30][C@@H:4]([CH2:1][CH:2]=[CH2:3])[C:5](=[O:68])[CH2:6][C@H:7]([OH:67])[C@@H:8]([CH3:66])[C@@H:9](/[C:43](/[CH3:65])=[CH:44]/[C@H:45]2[CH2:46][C@@H:47]([O:63][CH3:64])[C@H:48]([OH:51])[CH2:49][CH2:50]2)[O:10][C:11](=[O:42])[C@H:12]2[N:17]([CH2:16][CH2:15][CH2:14][CH2:13]2)[C:18](=[O:41])[C:19](=[O:40])[C@:20]2([OH:39])[O:35][C@@H:24]([C@@H:23]([O:36][CH3:37])[CH2:22][C@H:21]2[CH3:38])[C@@H:25]([O:33][CH3:34])[CH2:26]1. The catalyst class is: 3.